From a dataset of Reaction yield outcomes from USPTO patents with 853,638 reactions. Predict the reaction yield, written as a fraction of the theoretical maximum amount of product (1.0 means a 100% yield; for example, 0.34 means a 34% yield). The reactants are [Cl:1][C:2]1[C:3]([F:22])=[C:4]([CH:19]=[CH:20][CH:21]=1)[NH:5][C:6]1[C:15]2[C:10](=[CH:11][C:12]([O:17][CH3:18])=[C:13]([OH:16])[CH:14]=2)[N:9]=[CH:8][N:7]=1.[C:23]([O:27][C:28]([N:30]1[CH2:34][CH2:33][C@@H:32](OS(C2C=CC([N+]([O-])=O)=CC=2)(=O)=O)[CH2:31]1)=[O:29])([CH3:26])([CH3:25])[CH3:24].[F-].[Cs+]. The catalyst is CN(C)C=O. The product is [Cl:1][C:2]1[C:3]([F:22])=[C:4]([CH:19]=[CH:20][CH:21]=1)[NH:5][C:6]1[C:15]2[C:10](=[CH:11][C:12]([O:17][CH3:18])=[C:13]([O:16][C@H:33]3[CH2:32][CH2:31][N:30]([C:28]([O:27][C:23]([CH3:26])([CH3:25])[CH3:24])=[O:29])[CH2:34]3)[CH:14]=2)[N:9]=[CH:8][N:7]=1. The yield is 0.950.